Dataset: Reaction yield outcomes from USPTO patents with 853,638 reactions. Task: Predict the reaction yield, written as a fraction of the theoretical maximum amount of product (1.0 means a 100% yield; for example, 0.34 means a 34% yield). (1) The reactants are [CH:1]([Mg]Br)=[CH2:2].[C:5]([O:9][C:10](=[O:22])[NH:11][C@:12]([C:16](=[O:21])N(OC)C)(C)[CH2:13][CH3:14])([CH3:8])([CH3:7])[CH3:6].O1CCC[CH2:24]1. No catalyst specified. The product is [C:5]([O:9][C:10](=[O:22])[NH:11][C@H:12]([CH:13]([CH3:14])[CH3:24])[C:16](=[O:21])[CH:1]=[CH2:2])([CH3:6])([CH3:7])[CH3:8]. The yield is 0.640. (2) The reactants are [CH2:1]([N:5]1[CH2:22][C:21]([F:24])([F:23])[O:20][C:7]2([CH2:12][CH2:11][N:10](C(OC(C)(C)C)=O)[CH2:9][CH2:8]2)[CH2:6]1)[C:2]#[C:3][CH3:4].Cl.O1CCOCC1.C([O-])([O-])=O.[K+].[K+]. The catalyst is ClCCl.C(Cl)Cl.C(#N)C. The product is [CH2:1]([N:5]1[CH2:22][C:21]([F:23])([F:24])[O:20][C:7]2([CH2:8][CH2:9][NH:10][CH2:11][CH2:12]2)[CH2:6]1)[C:2]#[C:3][CH3:4]. The yield is 0.960. (3) The reactants are C(O[K])(C)(C)C.[C:7](=[O:14])([O:11][CH2:12][CH3:13])OCC.C1(C)C=CC=CC=1.[C:22]([C:25]1[S:26][CH:27]=[CH:28][CH:29]=1)(=[O:24])[CH3:23]. The catalyst is O. The product is [CH2:12]([O:11][C:7](=[O:14])[CH2:23][C:22](=[O:24])[C:25]1[S:26][CH:27]=[CH:28][CH:29]=1)[CH3:13]. The yield is 0.830. (4) The reactants are [C:1]([O:5][C:6]([NH:8][C@@H:9]1[CH2:14][CH2:13][C@H:12]([NH:15][C:16]([C:18]2[C:19]([NH:25][C@H:26]3[CH2:31][CH2:30][C@H:29]([C:32]([O:34][CH3:35])=[O:33])[CH2:28][CH2:27]3)=[N:20][CH:21]=[C:22]([F:24])[CH:23]=2)=[O:17])[CH2:11][CH2:10]1)=[O:7])([CH3:4])([CH3:3])[CH3:2].[H-].[Na+].[C:38]([O-])(O)=[O:39].[Na+]. No catalyst specified. The product is [C:1]([O:5][C:6]([NH:8][C@@H:9]1[CH2:10][CH2:11][C@H:12]([N:15]2[C:16](=[O:17])[C:18]3[CH:23]=[C:22]([F:24])[CH:21]=[N:20][C:19]=3[N:25]([C@H:26]3[CH2:27][CH2:28][C@H:29]([C:32]([O:34][CH3:35])=[O:33])[CH2:30][CH2:31]3)[C:38]2=[O:39])[CH2:13][CH2:14]1)=[O:7])([CH3:4])([CH3:3])[CH3:2]. The yield is 0.430. (5) The reactants are Cl.[N:2]1[CH:7]=[CH:6][CH:5]=[C:4]([NH:8][C:9]([C:11]2[CH:12]=[CH:13][C:14]3[NH:15][C:16]4[CH:17]([NH2:24])[CH2:18][CH2:19][CH2:20][C:21]=4[C:22]=3[CH:23]=2)=[O:10])[CH:3]=1.[N:25]1[CH:30]=CC=CC=1.[OH2:31]. The catalyst is CN(C=O)C. The product is [N:2]1[CH:7]=[CH:6][CH:5]=[C:4]([NH:8][C:9]([C:11]2[CH:12]=[CH:13][C:14]3[NH:15][C:16]4[CH:17]([NH:24][C:30]([NH2:25])=[O:31])[CH2:18][CH2:19][CH2:20][C:21]=4[C:22]=3[CH:23]=2)=[O:10])[CH:3]=1. The yield is 0.340.